From a dataset of Catalyst prediction with 721,799 reactions and 888 catalyst types from USPTO. Predict which catalyst facilitates the given reaction. Reactant: C([O:3][C:4]([C:6]1[S:10][C:9]([N:11]2[C:15]3[CH:16]=[CH:17][C:18]([CH2:20][N:21]4[CH2:26][CH2:25][N:24]([CH3:27])[CH2:23][CH2:22]4)=[CH:19][C:14]=3[N:13]=[CH:12]2)=[N:8][C:7]=1[C:28]1[CH:33]=[CH:32][CH:31]=[C:30]([Cl:34])[CH:29]=1)=[O:5])C.[OH-].[Li+]. The catalyst class is: 30. Product: [Cl:34][C:30]1[CH:29]=[C:28]([C:7]2[N:8]=[C:9]([N:11]3[C:15]4[CH:16]=[CH:17][C:18]([CH2:20][N:21]5[CH2:22][CH2:23][N:24]([CH3:27])[CH2:25][CH2:26]5)=[CH:19][C:14]=4[N:13]=[CH:12]3)[S:10][C:6]=2[C:4]([OH:5])=[O:3])[CH:33]=[CH:32][CH:31]=1.